From a dataset of Catalyst prediction with 721,799 reactions and 888 catalyst types from USPTO. Predict which catalyst facilitates the given reaction. (1) Reactant: [C:1]([O:10][CH3:11])(=[O:9])[C:2]1[C:3](=[CH:5][CH:6]=[CH:7][CH:8]=1)[OH:4].[CH3:12][S:13](Cl)(=[O:15])=[O:14]. Product: [CH3:11][O:10][C:1](=[O:9])[C:2]1[CH:8]=[CH:7][CH:6]=[CH:5][C:3]=1[O:4][S:13]([CH3:12])(=[O:15])=[O:14]. The catalyst class is: 17. (2) Reactant: CO[C:3]([C@H:5]1[CH2:10][CH2:9][C@@H:8]([O:11][CH2:12][CH2:13][CH2:14][CH2:15][O:16]CC2C=CC=CC=2)[CH2:7][CH2:6]1)=O.[OH-].[Na+].[CH3:26][NH-:27].[H-].[Al+3].[Li+].[H-].[H-].[H-].[C:34]([O:38][C:39]([O:41]C(OC(C)(C)C)=O)=O)([CH3:37])([CH3:36])[CH3:35]. Product: [C:34]([O:38][C:39](=[O:41])[N:27]([CH2:3][C@H:5]1[CH2:6][CH2:7][C@@H:8]([O:11][CH2:12][CH2:13][CH2:14][CH2:15][OH:16])[CH2:9][CH2:10]1)[CH3:26])([CH3:37])([CH3:36])[CH3:35]. The catalyst class is: 127. (3) Reactant: [CH3:1][C:2]1[CH:7]=[C:6]([C:8]2[CH:13]=[CH:12][C:11]([CH2:14][N:15]3[CH2:20][CH2:19][N:18](C(OC(C)(C)C)=O)[CH2:17][CH2:16]3)=[C:10]([CH3:28])[CH:9]=2)[CH:5]=[C:4]([CH3:29])[N:3]=1.FC(F)(F)C(O)=O. Product: [CH3:29][C:4]1[CH:5]=[C:6]([C:8]2[CH:13]=[CH:12][C:11]([CH2:14][N:15]3[CH2:20][CH2:19][NH:18][CH2:17][CH2:16]3)=[C:10]([CH3:28])[CH:9]=2)[CH:7]=[C:2]([CH3:1])[N:3]=1. The catalyst class is: 4. (4) Reactant: N1C=CC=CC=1.[CH2:7]([O:14][CH2:15][C@@H:16]1[O:21][CH2:20][C@@:19]([NH:30][C:31]([NH:33][C:34](=[O:41])[C:35]2[CH:40]=[CH:39][CH:38]=[CH:37][CH:36]=2)=[S:32])([C:22]2[CH:27]=[CH:26][C:25]([F:28])=[CH:24][C:23]=2[F:29])[C@H:18]([CH2:42]O)[CH2:17]1)[C:8]1[CH:13]=[CH:12][CH:11]=[CH:10][CH:9]=1.FC(F)(F)S(OS(C(F)(F)F)(=O)=O)(=O)=O.O. Product: [CH2:7]([O:14][CH2:15][C@@H:16]1[O:21][CH2:20][C@:19]2([C:22]3[CH:27]=[CH:26][C:25]([F:28])=[CH:24][C:23]=3[F:29])[N:30]=[C:31]([NH:33][C:34](=[O:41])[C:35]3[CH:36]=[CH:37][CH:38]=[CH:39][CH:40]=3)[S:32][CH2:42][C@@H:18]2[CH2:17]1)[C:8]1[CH:9]=[CH:10][CH:11]=[CH:12][CH:13]=1. The catalyst class is: 4. (5) Reactant: [K+].[Br-].[NH:3]1[C:12]2[C:7](=[CH:8][C:9]([O:13][C:14](=[O:27])[NH:15][C:16]3[CH:21]=[CH:20][C:19]([Cl:22])=[C:18]([C:23]([F:26])([F:25])[F:24])[CH:17]=3)=[CH:10][CH:11]=2)[CH2:6][CH2:5][CH2:4]1.[H-].[Na+].[CH3:30]I. Product: [CH3:30][N:3]1[C:12]2[C:7](=[CH:8][C:9]([O:13][C:14](=[O:27])[NH:15][C:16]3[CH:21]=[CH:20][C:19]([Cl:22])=[C:18]([C:23]([F:24])([F:25])[F:26])[CH:17]=3)=[CH:10][CH:11]=2)[CH2:6][CH2:5][CH2:4]1. The catalyst class is: 9. (6) Reactant: C(=O)([O:10][C:11]1[C:16]2[NH:17][C:18](=[O:20])[S:19][C:15]=2[C:14]([C:21](=[O:24])[CH2:22]Br)=[CH:13][CH:12]=1)OCC1C=CC=CC=1.[CH2:26]([NH:33][CH2:34][CH2:35][CH2:36][CH2:37][CH2:38][CH2:39][O:40][CH2:41][CH2:42][CH2:43][CH2:44][C:45]1[CH:50]=[CH:49][CH:48]=[CH:47][CH:46]=1)[C:27]1[CH:32]=[CH:31][CH:30]=[CH:29][CH:28]=1.C(N(CC)C(C)C)(C)C.Cl. Product: [CH2:26]([N:33]([CH2:22][C:21]([C:14]1[C:15]2[S:19][C:18](=[O:20])[NH:17][C:16]=2[C:11]([OH:10])=[CH:12][CH:13]=1)=[O:24])[CH2:34][CH2:35][CH2:36][CH2:37][CH2:38][CH2:39][O:40][CH2:41][CH2:42][CH2:43][CH2:44][C:45]1[CH:46]=[CH:47][CH:48]=[CH:49][CH:50]=1)[C:27]1[CH:32]=[CH:31][CH:30]=[CH:29][CH:28]=1. The catalyst class is: 3. (7) Reactant: Cl.[N+:2]([C:5]1[CH:10]=[CH:9][C:8]([CH2:11][NH2:12])=[CH:7][CH:6]=1)([O-:4])=[O:3].[CH3:13][C:14]([O:17][C:18](O[C:18]([O:17][C:14]([CH3:16])([CH3:15])[CH3:13])=[O:19])=[O:19])([CH3:16])[CH3:15].CCN(C(C)C)C(C)C. Product: [N+:2]([C:5]1[CH:6]=[CH:7][C:8]([CH2:11][NH:12][C:18](=[O:19])[O:17][C:14]([CH3:16])([CH3:15])[CH3:13])=[CH:9][CH:10]=1)([O-:4])=[O:3]. The catalyst class is: 20.